From a dataset of Full USPTO retrosynthesis dataset with 1.9M reactions from patents (1976-2016). Predict the reactants needed to synthesize the given product. (1) Given the product [CH2:13]([C:12]1[O:11][N:10]=[C:9]([C:14]2[CH:19]=[CH:18][CH:17]=[CH:16][CH:15]=2)[C:8]=1[C:6]([NH:5][CH2:4][CH2:3][CH2:2][N:33]1[CH2:34][CH2:35][N:30]([C:25]2[CH:26]=[CH:27][CH:28]=[CH:29][C:24]=2[O:23][CH2:22][C:21]([F:20])([F:36])[F:37])[CH2:31][CH2:32]1)=[O:7])[CH3:39], predict the reactants needed to synthesize it. The reactants are: Cl[CH2:2][CH2:3][CH2:4][NH:5][C:6]([C:8]1[C:9]([C:14]2[CH:19]=[CH:18][CH:17]=[CH:16][CH:15]=2)=[N:10][O:11][C:12]=1[CH3:13])=[O:7].[F:20][C:21]([F:37])([F:36])[CH2:22][O:23][C:24]1[CH:29]=[CH:28][CH:27]=[CH:26][C:25]=1[N:30]1[CH2:35][CH2:34][NH:33][CH2:32][CH2:31]1.O[C:39]1C=CC(Cl)=CC=1N1CCNCC1. (2) The reactants are: [Br:1][C:2]1[CH:11]=[CH:10][C:9]([OH:12])=[CH:8][C:3]=1[C:4]([O:6][CH3:7])=[O:5].[C:13](OC(=O)C)(=[O:15])[CH3:14]. Given the product [C:13]([O:12][C:9]1[CH:10]=[CH:11][C:2]([Br:1])=[C:3]([CH:8]=1)[C:4]([O:6][CH3:7])=[O:5])(=[O:15])[CH3:14], predict the reactants needed to synthesize it.